Dataset: Forward reaction prediction with 1.9M reactions from USPTO patents (1976-2016). Task: Predict the product of the given reaction. (1) Given the reactants Br[C:2]1[CH:3]=[C:4]([CH:12]=[C:13]([C:15]([F:18])([F:17])[F:16])[CH:14]=1)[C:5]([O:7][C:8]([CH3:11])([CH3:10])[CH3:9])=[O:6].[CH3:19][N:20]1[C:24](B2OC(C)(C)C(C)(C)O2)=[CH:23][CH:22]=[N:21]1.O1CCOCC1.C(=O)([O-])[O-].[Na+].[Na+], predict the reaction product. The product is: [CH3:19][N:20]1[C:24]([C:2]2[CH:3]=[C:4]([CH:12]=[C:13]([C:15]([F:18])([F:17])[F:16])[CH:14]=2)[C:5]([O:7][C:8]([CH3:11])([CH3:10])[CH3:9])=[O:6])=[CH:23][CH:22]=[N:21]1. (2) Given the reactants [S:1]1[C:5]2[CH:6]=[C:7]([NH:10][C:11]3[CH:18]=[C:17]([NH:19][CH:20]([CH3:22])[CH3:21])[C:14]([C:15]#[N:16])=[CH:13][N:12]=3)[CH:8]=[CH:9][C:4]=2[N:3]=[CH:2]1.[S:23]=S.[NH4+], predict the reaction product. The product is: [S:1]1[C:5]2[CH:6]=[C:7]([NH:10][C:11]3[N:12]=[CH:13][C:14]([C:15](=[S:23])[NH2:16])=[C:17]([NH:19][CH:20]([CH3:22])[CH3:21])[CH:18]=3)[CH:8]=[CH:9][C:4]=2[N:3]=[CH:2]1. (3) Given the reactants [CH2:1]([N:8]1[CH2:13][CH2:12][N:11]([C:14]2[N:18]=[C:17](Cl)[S:16][N:15]=2)[CH2:10][CH2:9]1)[C:2]1[CH:7]=[CH:6][CH:5]=[CH:4][CH:3]=1.FC(F)(F)C(O)=O.[O:27]1[C:31]2[CH:32]=[CH:33][CH:34]=[CH:35][C:30]=2[C:29]([NH:36][C:37]([N:39]2[CH2:44][CH2:43][NH:42][CH2:41][CH2:40]2)=[O:38])=[N:28]1.C(N(CC)CC)C.O, predict the reaction product. The product is: [O:27]1[C:31]2[CH:32]=[CH:33][CH:34]=[CH:35][C:30]=2[C:29]([NH:36][C:37]([N:39]2[CH2:44][CH2:43][N:42]([C:17]3[S:16][N:15]=[C:14]([N:11]4[CH2:12][CH2:13][N:8]([CH2:1][C:2]5[CH:7]=[CH:6][CH:5]=[CH:4][CH:3]=5)[CH2:9][CH2:10]4)[N:18]=3)[CH2:41][CH2:40]2)=[O:38])=[N:28]1. (4) The product is: [C:8]([NH:7][C:5](=[O:6])[C:4]1[CH:12]=[C:13]([NH:15][C:21]([CH:16]2[CH2:20][CH2:19][CH2:18][CH2:17]2)=[O:22])[CH:14]=[C:2]([NH:1][C:29]([CH:28]2[CH2:35][CH2:34][CH2:26][CH2:27]2)=[O:30])[CH:3]=1)([CH3:11])([CH3:10])[CH3:9]. Given the reactants [NH2:1][C:2]1[CH:3]=[C:4]([CH:12]=[C:13]([NH2:15])[CH:14]=1)[C:5]([NH:7][C:8]([CH3:11])([CH3:10])[CH3:9])=[O:6].[CH:16]1([C:21](Cl)=[O:22])[CH2:20][CH2:19][CH2:18][CH2:17]1.CN1[C:29](=[O:30])[CH2:28][CH2:27][CH2:26]1.[Li+].[Cl-].N1C=CC=[CH:35][CH:34]=1, predict the reaction product. (5) Given the reactants [Cl:1][C:2]1[CH:3]=[C:4]([C:9]2([C:28]([F:31])([F:30])[F:29])[O:13][N:12]=[C:11]([C:14]3[CH:19]=[CH:18][C:17]([S:20][CH:21]4[CH2:25][CH2:24][NH:23][C:22]4=[O:26])=[C:16]([CH3:27])[CH:15]=3)[CH2:10]2)[CH:5]=[C:6]([Cl:8])[CH:7]=1.C1C=C(Cl)C=C(C(OO)=[O:40])C=1.O, predict the reaction product. The product is: [Cl:8][C:6]1[CH:5]=[C:4]([C:9]2([C:28]([F:31])([F:29])[F:30])[O:13][N:12]=[C:11]([C:14]3[CH:19]=[CH:18][C:17]([S:20]([CH:21]4[CH2:25][CH2:24][NH:23][C:22]4=[O:26])=[O:40])=[C:16]([CH3:27])[CH:15]=3)[CH2:10]2)[CH:3]=[C:2]([Cl:1])[CH:7]=1. (6) Given the reactants [N:1]1[CH:6]=[CH:5][CH:4]=[C:3]([S:7](Cl)(=[O:9])=[O:8])[CH:2]=1.[F:11][C:12]([F:33])([F:32])[C:13]1[CH:14]=[C:15]([C:19]2[N:20]=[C:21]([CH:24]3[CH2:29][CH2:28][CH:27]([CH2:30][NH2:31])[CH2:26][CH2:25]3)[NH:22][CH:23]=2)[CH:16]=[CH:17][CH:18]=1.C(N(CC)CC)C, predict the reaction product. The product is: [F:33][C:12]([F:11])([F:32])[C:13]1[CH:14]=[C:15]([C:19]2[N:20]=[C:21]([C@H:24]3[CH2:25][CH2:26][C@H:27]([CH2:30][NH:31][S:7]([C:3]4[CH:2]=[N:1][CH:6]=[CH:5][CH:4]=4)(=[O:9])=[O:8])[CH2:28][CH2:29]3)[NH:22][CH:23]=2)[CH:16]=[CH:17][CH:18]=1. (7) Given the reactants [CH3:1][C:2]([C:4]1[C:9](=[O:10])[C@@:8]2([CH3:23])[C:11]3[C:16]([O:17][C:7]2=[CH:6][C:5]=1[OH:24])=[C:15]([C:18]([NH2:20])=[O:19])[C:14]([OH:21])=[CH:13][C:12]=3[OH:22])=[O:3].[CH2:25](I)[CH3:26].C(=O)([O-])[O-].[K+].[K+], predict the reaction product. The product is: [C:2]([C:4]1[C:9](=[O:10])[C@@:8]2([CH3:23])[C:11]3[C:12]([OH:22])=[CH:13][C:14]([O:21][CH2:25][CH3:26])=[C:15]([C:18]([NH2:20])=[O:19])[C:16]=3[O:17][C:7]2=[CH:6][C:5]=1[OH:24])(=[O:3])[CH3:1]. (8) Given the reactants Cl[C:2]1[CH:28]=[CH:27][C:5](N[C:2]2[CH:28]=[C:27](C(O)=O)[C:5](N[C:2]3[CH:28]=[CH:27][C:5](Cl)=[CH:4][CH:3]=3)=[CH:4][C:3]=2C(O)=O)=[CH:4][CH:3]=1.CO[C:31]1[CH:58]=[CH:57][C:34]([NH:35][C:36]2[CH:44]=[C:43]([C:45]([OH:47])=O)[C:42]([NH:48]C3C=CC(OC)=CC=3)=[CH:41][C:37]=2[C:38]([OH:40])=O)=[CH:33][CH:32]=1.CO.O, predict the reaction product. The product is: [CH:2]1[CH:28]=[C:27]2[C:45]([C:43]3[C:42]([NH:48][C:5]2=[CH:4][CH:3]=1)=[CH:41][C:37]1[C:38]([C:57]2[C:34]([NH:35][C:36]=1[CH:44]=3)=[CH:33][CH:32]=[CH:31][CH:58]=2)=[O:40])=[O:47]. (9) Given the reactants Cl[C:2]1[CH:10]=[C:9]2[C:5]([CH:6]=[N:7][N:8]2S(C2C=CC=CC=2)(=O)=O)=[C:4]([C:20]2[O:21][C:22]([CH2:25][N:26]3[CH2:31][CH2:30][N:29]([CH:32]([CH3:34])[CH3:33])[CH2:28][CH2:27]3)=[CH:23][N:24]=2)[CH:3]=1.[CH3:35][O:36][C:37]1[C:42]([NH:43][S:44]([CH3:47])(=[O:46])=[O:45])=[CH:41][C:40](B2OC(C)(C)C(C)(C)O2)=[CH:39][N:38]=1.[O-]P([O-])([O-])=O.[K+].[K+].[K+].O, predict the reaction product. The product is: [CH3:33][CH:32]([N:29]1[CH2:28][CH2:27][N:26]([CH2:25][C:22]2[O:21][C:20]([C:4]3[CH:3]=[C:2]([C:40]4[CH:41]=[C:42]([NH:43][S:44]([CH3:47])(=[O:45])=[O:46])[C:37]([O:36][CH3:35])=[N:38][CH:39]=4)[CH:10]=[C:9]4[C:5]=3[CH:6]=[N:7][NH:8]4)=[N:24][CH:23]=2)[CH2:31][CH2:30]1)[CH3:34].